Dataset: Catalyst prediction with 721,799 reactions and 888 catalyst types from USPTO. Task: Predict which catalyst facilitates the given reaction. Reactant: Br[CH2:2][C:3]([C:5]1[CH:10]=[CH:9][C:8]([Br:11])=[CH:7][CH:6]=1)=O.[CH:12]([O:15][C:16]1[CH:21]=[CH:20][C:19]([S:22]([NH2:25])(=[O:24])=[O:23])=[CH:18][C:17]=1[NH:26][C:27]([NH2:29])=[S:28])([CH3:14])[CH3:13]. Product: [Br:11][C:8]1[CH:9]=[CH:10][C:5]([C:3]2[N:29]=[C:27]([NH:26][C:17]3[CH:18]=[C:19]([S:22]([NH2:25])(=[O:23])=[O:24])[CH:20]=[CH:21][C:16]=3[O:15][CH:12]([CH3:13])[CH3:14])[S:28][CH:2]=2)=[CH:6][CH:7]=1. The catalyst class is: 14.